From a dataset of Peptide-MHC class I binding affinity with 185,985 pairs from IEDB/IMGT. Regression. Given a peptide amino acid sequence and an MHC pseudo amino acid sequence, predict their binding affinity value. This is MHC class I binding data. (1) The peptide sequence is EFFDGGLTF. The MHC is HLA-A31:01 with pseudo-sequence HLA-A31:01. The binding affinity (normalized) is 0.0847. (2) The peptide sequence is PLHKYCVNLY. The MHC is HLA-A33:01 with pseudo-sequence HLA-A33:01. The binding affinity (normalized) is 0.115. (3) The peptide sequence is ILNRETLLDFV. The MHC is HLA-C04:01 with pseudo-sequence HLA-C04:01. The binding affinity (normalized) is 0.0847. (4) The peptide sequence is VETPIRNEW. The MHC is HLA-B44:02 with pseudo-sequence HLA-B44:02. The binding affinity (normalized) is 0.721. (5) The peptide sequence is LLNKEMYLK. The binding affinity (normalized) is 0.534. The MHC is HLA-A31:01 with pseudo-sequence HLA-A31:01.